From a dataset of Reaction yield outcomes from USPTO patents with 853,638 reactions. Predict the reaction yield, written as a fraction of the theoretical maximum amount of product (1.0 means a 100% yield; for example, 0.34 means a 34% yield). (1) The reactants are [NH2:1][C:2]1[N:7]=[CH:6][N:5]=[C:4]2[N:8]([C@@H:25]3[CH2:30][CH2:29][CH2:28][N:27]([C:31](=[O:35])[CH2:32][C:33]#[N:34])[CH2:26]3)[N:9]=[C:10]([C:11]3[CH:16]=[CH:15][C:14]([O:17][C:18]4[CH:23]=[CH:22][CH:21]=[CH:20][CH:19]=4)=[CH:13][C:12]=3[F:24])[C:3]=12.[CH2:36]([N:38]1[CH2:43][CH2:42][N:41]([C:44]([CH3:48])([CH3:47])[CH:45]=O)[CH2:40][CH2:39]1)[CH3:37].N1CCCC1.Cl[Si](C)(C)C.C([O-])(O)=O.[Na+]. The catalyst is C(Cl)Cl. The product is [NH2:1][C:2]1[N:7]=[CH:6][N:5]=[C:4]2[N:8]([C@@H:25]3[CH2:30][CH2:29][CH2:28][N:27]([C:31]([C:32](=[CH:48][C:44]([N:41]4[CH2:40][CH2:39][N:38]([CH2:36][CH3:37])[CH2:43][CH2:42]4)([CH3:45])[CH3:47])[C:33]#[N:34])=[O:35])[CH2:26]3)[N:9]=[C:10]([C:11]3[CH:16]=[CH:15][C:14]([O:17][C:18]4[CH:19]=[CH:20][CH:21]=[CH:22][CH:23]=4)=[CH:13][C:12]=3[F:24])[C:3]=12. The yield is 0.723. (2) The reactants are [CH3:1][O:2][C:3]([C:5]1[S:14][C:8]2=[N:9][C:10]([CH3:13])=[CH:11][CH:12]=[C:7]2[C:6]=1[O:15][CH2:16][C:17]([O:19][C:20]([CH3:23])([CH3:22])[CH3:21])=[O:18])=[O:4].[Br:24]N1C(=O)CCC1=O.CC(N=NC(C#N)(C)C)(C#N)C. The catalyst is C(Cl)(Cl)(Cl)Cl. The product is [CH3:1][O:2][C:3]([C:5]1[S:14][C:8]2=[N:9][C:10]([CH2:13][Br:24])=[CH:11][CH:12]=[C:7]2[C:6]=1[O:15][CH2:16][C:17]([O:19][C:20]([CH3:23])([CH3:22])[CH3:21])=[O:18])=[O:4]. The yield is 0.360. (3) The reactants are [P:1]([O:13][CH2:14][CH2:15][N:16]([CH2:19][CH2:20][C@@H:21]([NH:30][C:31]1[CH:36]=[CH:35][C:34]([S:37](=[O:69])(=[O:68])[NH:38][C:39](=[O:67])[C:40]2[CH:45]=[CH:44][C:43]([N:46]3[CH2:51][CH2:50][CH:49]([C@H:52]([C:54]4[CH:59]=[CH:58][CH:57]=[CH:56][C:55]=4[C:60]4[CH:65]=[CH:64][C:63]([Cl:66])=[CH:62][CH:61]=4)[OH:53])[CH2:48][CH2:47]3)=[CH:42][CH:41]=2)=[CH:33][C:32]=1[S:70]([C:73]([F:76])([F:75])[F:74])(=[O:72])=[O:71])[CH2:22][S:23][C:24]1[CH:29]=[CH:28][CH:27]=[CH:26][CH:25]=1)[CH2:17][CH3:18])([O:8]C(C)(C)C)([O:3]C(C)(C)C)=[O:2].Cl. The catalyst is C(Cl)Cl.CO. The product is [ClH:66].[P:1]([OH:8])([OH:3])([O:13][CH2:14][CH2:15][N:16]([CH2:19][CH2:20][C@@H:21]([NH:30][C:31]1[CH:36]=[CH:35][C:34]([S:37](=[O:69])(=[O:68])[NH:38][C:39](=[O:67])[C:40]2[CH:41]=[CH:42][C:43]([N:46]3[CH2:51][CH2:50][CH:49]([C@H:52]([C:54]4[CH:59]=[CH:58][CH:57]=[CH:56][C:55]=4[C:60]4[CH:61]=[CH:62][C:63]([Cl:66])=[CH:64][CH:65]=4)[OH:53])[CH2:48][CH2:47]3)=[CH:44][CH:45]=2)=[CH:33][C:32]=1[S:70]([C:73]([F:74])([F:76])[F:75])(=[O:71])=[O:72])[CH2:22][S:23][C:24]1[CH:29]=[CH:28][CH:27]=[CH:26][CH:25]=1)[CH2:17][CH3:18])=[O:2]. The yield is 0.950. (4) The reactants are Cl[C:2]1[CH:7]=[C:6]([C:8]2[CH:13]=[CH:12][C:11]([CH:14]([CH3:16])[CH3:15])=[CH:10][CH:9]=2)[CH:5]=[CH:4][N:3]=1.[C:17]([C:22]1[CH:23]=[C:24](B(O)O)[CH:25]=[CH:26][CH:27]=1)([O:19][CH2:20][CH3:21])=[O:18].C(=O)([O-])[O-].[Na+].[Na+]. The catalyst is C(#N)C.O.C1C=CC([P]([Pd]([P](C2C=CC=CC=2)(C2C=CC=CC=2)C2C=CC=CC=2)([P](C2C=CC=CC=2)(C2C=CC=CC=2)C2C=CC=CC=2)[P](C2C=CC=CC=2)(C2C=CC=CC=2)C2C=CC=CC=2)(C2C=CC=CC=2)C2C=CC=CC=2)=CC=1. The product is [CH:14]([C:11]1[CH:12]=[CH:13][C:8]([C:6]2[CH:5]=[CH:4][N:3]=[C:2]([C:26]3[CH:27]=[C:22]([CH:23]=[CH:24][CH:25]=3)[C:17]([O:19][CH2:20][CH3:21])=[O:18])[CH:7]=2)=[CH:9][CH:10]=1)([CH3:16])[CH3:15]. The yield is 0.700.